From a dataset of Forward reaction prediction with 1.9M reactions from USPTO patents (1976-2016). Predict the product of the given reaction. (1) Given the reactants [Br:1][CH2:2][C:3]1[O:4][C:5]([C:12]2[CH:17]=[CH:16][C:15]([C:18]([F:21])([F:20])[F:19])=[CH:14][CH:13]=2)=[CH:6][C:7]=1[C:8]([O:10][CH3:11])=[O:9].[C:22]1([P:28]([C:35]2[CH:40]=[CH:39][CH:38]=[CH:37][CH:36]=2)[C:29]2[CH:34]=[CH:33][CH:32]=[CH:31][CH:30]=2)[CH:27]=[CH:26][CH:25]=[CH:24][CH:23]=1, predict the reaction product. The product is: [Br-:1].[CH3:11][O:10][C:8]([C:7]1[CH:6]=[C:5]([C:12]2[CH:17]=[CH:16][C:15]([C:18]([F:21])([F:20])[F:19])=[CH:14][CH:13]=2)[O:4][C:3]=1[CH2:2][P+:28]([C:29]1[CH:30]=[CH:31][CH:32]=[CH:33][CH:34]=1)([C:35]1[CH:40]=[CH:39][CH:38]=[CH:37][CH:36]=1)[C:22]1[CH:23]=[CH:24][CH:25]=[CH:26][CH:27]=1)=[O:9]. (2) Given the reactants [CH2:1]([O:3][CH:4]([O:18][CH2:19][CH3:20])[CH2:5][CH2:6][NH:7][C:8](=[O:17])[O:9][CH2:10][C:11]1[CH:16]=[CH:15][CH:14]=[CH:13][CH:12]=1)[CH3:2].[Li+].[CH3:22][Si]([N-][Si](C)(C)C)(C)C.CI, predict the reaction product. The product is: [CH2:1]([O:3][CH:4]([O:18][CH2:19][CH3:20])[CH2:5][CH2:6][N:7]([CH3:22])[C:8](=[O:17])[O:9][CH2:10][C:11]1[CH:12]=[CH:13][CH:14]=[CH:15][CH:16]=1)[CH3:2]. (3) Given the reactants [C:1]12([CH2:11][O:12][C:13]3[C:21]([CH:22]4[CH2:24][CH2:23]4)=[CH:20][C:16]([C:17]([OH:19])=O)=[CH:15][N:14]=3)[CH2:10][CH:5]3[CH2:6][CH:7]([CH2:9][CH:3]([CH2:4]3)[CH2:2]1)[CH2:8]2.C(N1C=CN=C1)(N1C=CN=C1)=O.N12CCCN=C1CCCCC2.[CH3:48][S:49]([NH2:52])(=[O:51])=[O:50], predict the reaction product. The product is: [C:1]12([CH2:11][O:12][C:13]3[C:21]([CH:22]4[CH2:24][CH2:23]4)=[CH:20][C:16]([C:17]([NH:52][S:49]([CH3:48])(=[O:51])=[O:50])=[O:19])=[CH:15][N:14]=3)[CH2:10][CH:5]3[CH2:6][CH:7]([CH2:9][CH:3]([CH2:4]3)[CH2:2]1)[CH2:8]2. (4) Given the reactants [F:1][C:2]1([F:32])[CH2:7][CH2:6][CH:5]([CH2:8][C:9]2[N:13]3[CH:14]=[CH:15][C:16]([C:18]([NH:20][CH:21]4[CH2:26][CH2:25][CH:24](O)[CH2:23][CH2:22]4)=[O:19])=[CH:17][C:12]3=[N:11][C:10]=2[C:28]([F:31])([F:30])[F:29])[CH2:4][CH2:3]1.COCCN(S(F)(F)F)CCOC.C(=O)([O-])O.[Na+], predict the reaction product. The product is: [CH:21]1([NH:20][C:18]([C:16]2[CH:15]=[CH:14][N:13]3[C:9]([CH2:8][CH:5]4[CH2:6][CH2:7][C:2]([F:1])([F:32])[CH2:3][CH2:4]4)=[C:10]([C:28]([F:29])([F:30])[F:31])[N:11]=[C:12]3[CH:17]=2)=[O:19])[CH2:26][CH2:25][CH:24]=[CH:23][CH2:22]1. (5) Given the reactants [Cl:1][C:2]1[C:7]([N:8]2[CH2:13][CH2:12][N:11]([CH3:14])[CH2:10][CH2:9]2)=[CH:6][C:5]([C:15]#[N:16])=[CH:4][C:3]=1[NH:17]C(=O)OC(C)(C)C.C(O)(C(F)(F)F)=O, predict the reaction product. The product is: [NH2:17][C:3]1[CH:4]=[C:5]([CH:6]=[C:7]([N:8]2[CH2:9][CH2:10][N:11]([CH3:14])[CH2:12][CH2:13]2)[C:2]=1[Cl:1])[C:15]#[N:16]. (6) Given the reactants [NH2:1][C:2]1[N:7]=[C:6]([O:8]C)[N:5]([CH2:10][CH2:11][O:12][CH2:13][CH2:14][O:15][CH2:16][C:17]2[CH:22]=[CH:21][CH:20]=[CH:19][CH:18]=2)[C:4](=[O:23])[CH:3]=1.Cl.[CH2:25]([C:27]1[CH:28]=[C:29]([CH:31]=[CH:32][C:33]=1[CH3:34])N)[CH3:26], predict the reaction product. The product is: [CH2:16]([O:15][CH2:14][CH2:13][O:12][CH2:11][CH2:10][N:5]1[C:4](=[O:23])[CH:3]=[C:2]([NH:1][C:29]2[CH:31]=[CH:32][C:33]([CH3:34])=[C:27]([CH2:25][CH3:26])[CH:28]=2)[NH:7][C:6]1=[O:8])[C:17]1[CH:22]=[CH:21][CH:20]=[CH:19][CH:18]=1.